From a dataset of NCI-60 drug combinations with 297,098 pairs across 59 cell lines. Regression. Given two drug SMILES strings and cell line genomic features, predict the synergy score measuring deviation from expected non-interaction effect. (1) Drug 1: CC12CCC3C(C1CCC2=O)CC(=C)C4=CC(=O)C=CC34C. Drug 2: CC12CCC3C(C1CCC2O)C(CC4=C3C=CC(=C4)O)CCCCCCCCCS(=O)CCCC(C(F)(F)F)(F)F. Cell line: UACC62. Synergy scores: CSS=43.3, Synergy_ZIP=0.738, Synergy_Bliss=0.174, Synergy_Loewe=2.05, Synergy_HSA=1.10. (2) Drug 1: CC(CN1CC(=O)NC(=O)C1)N2CC(=O)NC(=O)C2. Drug 2: CC1C(C(CC(O1)OC2CC(CC3=C2C(=C4C(=C3O)C(=O)C5=C(C4=O)C(=CC=C5)OC)O)(C(=O)CO)O)N)O.Cl. Cell line: MDA-MB-231. Synergy scores: CSS=32.8, Synergy_ZIP=-4.71, Synergy_Bliss=-6.93, Synergy_Loewe=-18.9, Synergy_HSA=-5.08. (3) Drug 1: C1CCC(C1)C(CC#N)N2C=C(C=N2)C3=C4C=CNC4=NC=N3. Drug 2: CC1=CC=C(C=C1)C2=CC(=NN2C3=CC=C(C=C3)S(=O)(=O)N)C(F)(F)F. Cell line: HCT116. Synergy scores: CSS=8.49, Synergy_ZIP=-0.871, Synergy_Bliss=0.283, Synergy_Loewe=-0.678, Synergy_HSA=-1.34. (4) Drug 1: CN1CCC(CC1)COC2=C(C=C3C(=C2)N=CN=C3NC4=C(C=C(C=C4)Br)F)OC. Drug 2: C1CNP(=O)(OC1)N(CCCl)CCCl. Cell line: OVCAR-5. Synergy scores: CSS=21.5, Synergy_ZIP=-5.20, Synergy_Bliss=-3.22, Synergy_Loewe=-14.7, Synergy_HSA=-2.52.